From a dataset of Full USPTO retrosynthesis dataset with 1.9M reactions from patents (1976-2016). Predict the reactants needed to synthesize the given product. Given the product [F:13][S:8]([F:10])([F:11])([F:12])([F:9])[C:6]1[CH:5]=[C:4]([C:14](=[O:18])[CH3:15])[CH:3]=[C:2]([N:22]2[CH2:26][CH2:25][CH2:24][CH2:23]2)[CH:7]=1, predict the reactants needed to synthesize it. The reactants are: Br[C:2]1[CH:7]=[C:6]([S:8]([F:13])([F:12])([F:11])([F:10])[F:9])[CH:5]=[C:4]([C:14]([O:18]C)(OC)[CH3:15])[CH:3]=1.O=O.[NH:22]1[CH2:26][CH2:25][CH2:24][CH2:23]1.CC(C)([O-])C.[Na+].